From a dataset of Catalyst prediction with 721,799 reactions and 888 catalyst types from USPTO. Predict which catalyst facilitates the given reaction. (1) Reactant: C([O:5][C:6](=[O:18])[C:7]1[CH:12]=[C:11]([CH2:13][CH:14]([CH3:16])[CH3:15])[C:10]([CH3:17])=[N:9][CH:8]=1)(C)(C)C.[ClH:19]. Product: [ClH:19].[CH2:13]([C:11]1[C:10]([CH3:17])=[N:9][CH:8]=[C:7]([CH:12]=1)[C:6]([OH:18])=[O:5])[CH:14]([CH3:16])[CH3:15]. The catalyst class is: 12. (2) Reactant: [Si:1]([O:8][CH2:9][CH:10]1[CH2:15][CH2:14][N:13]([C:16]([C:20]2[CH:25]=[C:24]([Cl:26])[CH:23]=[C:22]([Cl:27])[CH:21]=2)([CH3:19])[CH2:17][OH:18])[CH2:12][CH2:11]1)([C:4]([CH3:7])([CH3:6])[CH3:5])([CH3:3])[CH3:2].[H-].[Na+].[CH3:30]I. Product: [Si:1]([O:8][CH2:9][CH:10]1[CH2:15][CH2:14][N:13]([C:16]([C:20]2[CH:25]=[C:24]([Cl:26])[CH:23]=[C:22]([Cl:27])[CH:21]=2)([CH3:19])[CH2:17][O:18][CH3:30])[CH2:12][CH2:11]1)([C:4]([CH3:7])([CH3:5])[CH3:6])([CH3:3])[CH3:2]. The catalyst class is: 1.